Dataset: Forward reaction prediction with 1.9M reactions from USPTO patents (1976-2016). Task: Predict the product of the given reaction. Given the reactants [OH:1][C@@:2]1([C:9]#[C:10][C:11]2[CH:12]=[C:13]([C:17]3[N:22]=[C:21]([C:23](OCC)=[O:24])[CH:20]=[C:19]([N:28]4[CH:32]=[CH:31][CH:30]=[N:29]4)[CH:18]=3)[CH:14]=[CH:15][CH:16]=2)[CH2:6][CH2:5][N:4]([CH3:7])[C:3]1=[O:8].[NH3:33], predict the reaction product. The product is: [OH:1][C@@:2]1([C:9]#[C:10][C:11]2[CH:12]=[C:13]([C:17]3[N:22]=[C:21]([C:23]([NH2:33])=[O:24])[CH:20]=[C:19]([N:28]4[CH:32]=[CH:31][CH:30]=[N:29]4)[CH:18]=3)[CH:14]=[CH:15][CH:16]=2)[CH2:6][CH2:5][N:4]([CH3:7])[C:3]1=[O:8].